Task: Predict the reactants needed to synthesize the given product.. Dataset: Full USPTO retrosynthesis dataset with 1.9M reactions from patents (1976-2016) Given the product [F:20][C:17]([F:18])([F:19])[C:12]1[CH:13]=[C:14]2[C:9](=[CH:10][CH:11]=1)[NH:8][C:7]1[CH:6]=[CH:5][C:4]([NH2:1])=[CH:16][C:15]2=1, predict the reactants needed to synthesize it. The reactants are: [N+:1]([C:4]1[CH:5]=[CH:6][C:7]2[NH:8][C:9]3[C:14]([C:15]=2[CH:16]=1)=[CH:13][C:12]([C:17]([F:20])([F:19])[F:18])=[CH:11][CH:10]=3)([O-])=O.[H][H].